Dataset: Catalyst prediction with 721,799 reactions and 888 catalyst types from USPTO. Task: Predict which catalyst facilitates the given reaction. (1) Reactant: [F:1][C@@H:2]1[CH2:7][CH2:6][CH2:5][CH2:4][C@H:3]1[O:8][C:9]1[N:10]=[C:11]([O:35][CH2:36][CH2:37][CH3:38])[C:12]2[N:17]=[C:16]([C:18]3[CH:32]=[C:31]([CH3:33])[C:21]([O:22][CH2:23][C:24]([O:26]C(C)(C)C)=[O:25])=[C:20]([CH3:34])[CH:19]=3)[O:15][C:13]=2[N:14]=1.FC(F)(F)C(O)=O. Product: [F:1][C@@H:2]1[CH2:7][CH2:6][CH2:5][CH2:4][C@H:3]1[O:8][C:9]1[N:10]=[C:11]([O:35][CH2:36][CH2:37][CH3:38])[C:12]2[N:17]=[C:16]([C:18]3[CH:19]=[C:20]([CH3:34])[C:21]([O:22][CH2:23][C:24]([OH:26])=[O:25])=[C:31]([CH3:33])[CH:32]=3)[O:15][C:13]=2[N:14]=1. The catalyst class is: 4. (2) Reactant: C([N:4]1[CH:12]=[N:11][C:10]2[C:5]1=[N:6][C:7](N)=[N:8][C:9]=2[Cl:13])(=O)C.[Br:15][Si](C)(C)C.N(OCCC(C)C)=O. Product: [Br:15][C:7]1[N:6]=[C:5]2[C:10]([NH:11][CH:12]=[N:4]2)=[C:9]([Cl:13])[N:8]=1. The catalyst class is: 7. (3) Reactant: [C:1]([C:3]1[CH:8]=[CH:7][C:6](/[CH:9]=[CH:10]/[C:11]([O:13][C:14]([CH3:17])([CH3:16])[CH3:15])=[O:12])=[CH:5][C:4]=1[N+:18]([O-])=O)#[N:2].[H][H]. Product: [NH2:18][C:4]1[CH:5]=[C:6]([CH2:9][CH2:10][C:11]([O:13][C:14]([CH3:17])([CH3:16])[CH3:15])=[O:12])[CH:7]=[CH:8][C:3]=1[C:1]#[N:2]. The catalyst class is: 63.